Dataset: Reaction yield outcomes from USPTO patents with 853,638 reactions. Task: Predict the reaction yield, written as a fraction of the theoretical maximum amount of product (1.0 means a 100% yield; for example, 0.34 means a 34% yield). (1) No catalyst specified. The reactants are [Li][CH2:2][CH2:3][CH2:4][CH3:5].C([O:8][C:9](=[O:25])[CH:10]([C:15]1[CH:20]=[CH:19][C:18]([N+:21]([O-:23])=[O:22])=[C:17](F)[CH:16]=1)[CH2:11][CH:12]([CH3:14])[CH3:13])C.O.[CH:27]1([CH2:30][OH:31])[CH2:29][CH2:28]1. The product is [CH:4]1([CH2:5][O:8][C:9](=[O:25])[CH:10]([C:15]2[CH:20]=[CH:19][C:18]([N+:21]([O-:23])=[O:22])=[C:17]([O:31][CH2:30][CH:27]3[CH2:29][CH2:28]3)[CH:16]=2)[CH2:11][CH:12]([CH3:13])[CH3:14])[CH2:2][CH2:3]1. The yield is 0.930. (2) The reactants are [C:1]([NH:7][C:8]1[N:9]=[C:10]2[CH:15]=[CH:14][C:13]([C:16](OC)=[O:17])=[N:12][N:11]2[CH:20]=1)(=[O:6])[C:2]([CH3:5])([CH3:4])[CH3:3].CC(C[AlH]CC(C)C)C.CO. The catalyst is C1COCC1.O.CCOC(C)=O. The product is [CH:16]([C:13]1[CH:14]=[CH:15][C:10]2[N:11]([CH:20]=[C:8]([NH:7][C:1](=[O:6])[C:2]([CH3:4])([CH3:3])[CH3:5])[N:9]=2)[N:12]=1)=[O:17]. The yield is 0.490. (3) The yield is 0.760. The product is [CH3:1][O:2][C:3](=[O:22])[CH:4]([C:11]1[CH:16]=[CH:15][C:14]([S:17]([CH3:20])(=[O:19])=[O:18])=[C:13]([C:24]#[N:25])[CH:12]=1)[CH2:5][CH:6]1[CH2:10][CH2:9][CH2:8][CH2:7]1. The catalyst is CN(C)C=O. The reactants are [CH3:1][O:2][C:3](=[O:22])[CH:4]([C:11]1[CH:16]=[CH:15][C:14]([S:17]([CH3:20])(=[O:19])=[O:18])=[C:13](Br)[CH:12]=1)[CH2:5][CH:6]1[CH2:10][CH2:9][CH2:8][CH2:7]1.[Cu][C:24]#[N:25].